From a dataset of Full USPTO retrosynthesis dataset with 1.9M reactions from patents (1976-2016). Predict the reactants needed to synthesize the given product. (1) The reactants are: [CH3:1][N:2]1[CH:6]=[C:5]([C:7]2[CH:13]=[CH:12][C:10]([NH2:11])=[CH:9][CH:8]=2)[CH:4]=[N:3]1.Cl[C:15]1[CH:16]=[CH:17][C:18]2[CH2:19][N:20]([CH3:32])[CH2:21][C@@H:22]([C:26]3[CH:31]=[CH:30][CH:29]=[CH:28][CH:27]=3)[O:23][C:24]=2[N:25]=1.C(=O)([O-])[O-].[Cs+].[Cs+].COCCOC. Given the product [CH3:32][N:20]1[CH2:19][C:18]2[CH:17]=[CH:16][C:15]([NH:11][C:10]3[CH:12]=[CH:13][C:7]([C:5]4[CH:4]=[N:3][N:2]([CH3:1])[CH:6]=4)=[CH:8][CH:9]=3)=[N:25][C:24]=2[O:23][C@H:22]([C:26]2[CH:31]=[CH:30][CH:29]=[CH:28][CH:27]=2)[CH2:21]1, predict the reactants needed to synthesize it. (2) Given the product [CH3:12][O:10][C:9](=[O:11])[CH2:8][C:4]1[CH:5]=[CH:6][CH:7]=[C:2]([OH:1])[CH:3]=1, predict the reactants needed to synthesize it. The reactants are: [OH:1][C:2]1[CH:3]=[C:4]([CH2:8][C:9]([OH:11])=[O:10])[CH:5]=[CH:6][CH:7]=1.[CH3:12]OC(OC)OC. (3) Given the product [CH:1]1([NH:4][C:5](=[O:17])[CH2:6][N:7]([CH3:18])[C@@H:8]2[CH2:10][C@H:9]2[C:11]2[CH:16]=[CH:15][CH:14]=[CH:13][CH:12]=2)[CH2:3][CH2:2]1, predict the reactants needed to synthesize it. The reactants are: [CH:1]1([NH:4][C:5](=[O:17])[CH2:6][NH:7][C@@H:8]2[CH2:10][C@H:9]2[C:11]2[CH:16]=[CH:15][CH:14]=[CH:13][CH:12]=2)[CH2:3][CH2:2]1.[CH3:18]I. (4) Given the product [Cl:20][C:21]1[CH:22]=[C:23]([CH2:24][N:4]2[CH2:3][CH2:2][N:1]([C:7]3[CH:8]=[CH:9][C:10]4[N:11]([C:13]([C:16]([F:17])([F:18])[F:19])=[N:14][N:15]=4)[N:12]=3)[CH2:6][CH2:5]2)[CH:26]=[CH:27][CH:28]=1, predict the reactants needed to synthesize it. The reactants are: [N:1]1([C:7]2[CH:8]=[CH:9][C:10]3[N:11]([C:13]([C:16]([F:19])([F:18])[F:17])=[N:14][N:15]=3)[N:12]=2)[CH2:6][CH2:5][NH:4][CH2:3][CH2:2]1.[Cl:20][C:21]1[CH:22]=[C:23]([CH:26]=[CH:27][CH:28]=1)[CH:24]=O. (5) Given the product [CH3:60][O:62][C:34]1[CH:35]=[CH:36][C:31]([P:37](=[O:68])([C:54]2[CH:59]=[CH:58][CH:57]=[CH:56][CH:55]=2)[C:26]2[C:27]3=[C:30]4[C:19]([C:18]5[C:29]6[C:14](=[CH:13][CH:12]=[CH:11][C:28]3=6)[CH:15]=[CH:16][CH:17]=5)=[CH:20][CH:21]=[CH:22][C:23]4=[CH:24][CH:25]=2)=[CH:32][CH:33]=1, predict the reactants needed to synthesize it. The reactants are: C(N(C(C)C)CC)(C)C.[Br-].[CH:11]1[C:28]2=[C:29]3[C:18]([C:19]4[C:30]5[C:23](=[CH:24][CH:25]=[CH:26][C:27]2=5)[CH:22]=[CH:21][CH:20]=4)=[CH:17][CH:16]=[CH:15][C:14]3=[CH:13][CH:12]=1.[C:31]1([P:37]([C:54]2[CH:59]=[CH:58][CH:57]=[CH:56][CH:55]=2)CCC[P:37]([C:31]2[CH:32]=[CH:33][CH:34]=[CH:35][CH:36]=2)[C:54]2[CH:55]=[CH:56][CH:57]=[CH:58][CH:59]=2)[CH:36]=[CH:35][CH:34]=[CH:33][CH:32]=1.[C:60](OCC)(=[O:62])C.CS(C)=[O:68]. (6) Given the product [C:14]([O:18][C:19]([NH:20][CH2:21][C:22]([NH:24][C@H:25]([CH3:38])[C:26]([NH:28][C:29]1[CH:34]=[C:33]([O:35][CH3:36])[CH:32]=[CH:31][C:30]=1/[CH:6]=[CH:5]/[CH2:4][CH2:3][CH2:2][C:1]([O:8][CH2:9][C:10]([Cl:11])([Cl:12])[Cl:13])=[O:7])=[O:27])=[O:23])=[O:39])([CH3:17])([CH3:16])[CH3:15], predict the reactants needed to synthesize it. The reactants are: [C:1]([O:8][CH2:9][C:10]([Cl:13])([Cl:12])[Cl:11])(=[O:7])[CH2:2][CH2:3][CH2:4][CH:5]=[CH2:6].[C:14]([O:18][C:19](=[O:39])[NH:20][CH2:21][C:22]([NH:24][C@H:25]([CH3:38])[C:26]([NH:28][C:29]1[CH:34]=[C:33]([O:35][CH3:36])[CH:32]=[CH:31][C:30]=1I)=[O:27])=[O:23])([CH3:17])([CH3:16])[CH3:15].C(N(CC)CC)C. (7) Given the product [Cl:21][C:5]1[CH:4]=[C:3]([N+:22]([O-:24])=[O:23])[C:2]([NH:1][C:32](=[O:33])[C:31]2[CH:30]=[CH:29][C:28]([N:26]([CH3:25])[CH3:27])=[CH:36][CH:35]=2)=[CH:7][C:6]=1[N:8]1[CH2:9][CH2:10][N:11]([C:14]([O:16][C:17]([CH3:18])([CH3:19])[CH3:20])=[O:15])[CH2:12][CH2:13]1, predict the reactants needed to synthesize it. The reactants are: [NH2:1][C:2]1[C:3]([N+:22]([O-:24])=[O:23])=[CH:4][C:5]([Cl:21])=[C:6]([N:8]2[CH2:13][CH2:12][N:11]([C:14]([O:16][C:17]([CH3:20])([CH3:19])[CH3:18])=[O:15])[CH2:10][CH2:9]2)[CH:7]=1.[CH3:25][N:26]([C:28]1[CH:36]=[CH:35][C:31]([C:32](Cl)=[O:33])=[CH:30][CH:29]=1)[CH3:27].CCN(P1(N(C)CCCN1C)=NC(C)(C)C)CC.